From a dataset of Forward reaction prediction with 1.9M reactions from USPTO patents (1976-2016). Predict the product of the given reaction. Given the reactants Cl[C:2]1[C:7]([O:8][C:9]2[CH:14]=[CH:13][CH:12]=[CH:11][C:10]=2[O:15][CH3:16])=[C:6]([Cl:17])[N:5]=[C:4]([C:18]2[CH:23]=[CH:22][N:21]=[CH:20][CH:19]=2)[N:3]=1.[K].[C:25]1([CH2:31][CH2:32][S:33]([NH2:36])(=[O:35])=[O:34])[CH:30]=[CH:29][CH:28]=[CH:27][CH:26]=1, predict the reaction product. The product is: [Cl:17][C:6]1[N:5]=[C:4]([C:18]2[CH:23]=[CH:22][N:21]=[CH:20][CH:19]=2)[N:3]=[C:2]([NH:36][S:33]([CH2:32][CH2:31][C:25]2[CH:30]=[CH:29][CH:28]=[CH:27][CH:26]=2)(=[O:34])=[O:35])[C:7]=1[O:8][C:9]1[CH:14]=[CH:13][CH:12]=[CH:11][C:10]=1[O:15][CH3:16].